From a dataset of Full USPTO retrosynthesis dataset with 1.9M reactions from patents (1976-2016). Predict the reactants needed to synthesize the given product. (1) Given the product [Br:8][C:5]1[CH:6]=[CH:7][C:2]([O:23][CH2:22][CH2:21][C:11]2[N:12]=[C:13]([C:15]3[CH:20]=[CH:19][CH:18]=[CH:17][CH:16]=3)[O:14][C:10]=2[CH3:9])=[N:3][CH:4]=1, predict the reactants needed to synthesize it. The reactants are: Br[C:2]1[CH:7]=[CH:6][C:5]([Br:8])=[CH:4][N:3]=1.[CH3:9][C:10]1[O:14][C:13]([C:15]2[CH:20]=[CH:19][CH:18]=[CH:17][CH:16]=2)=[N:12][C:11]=1[CH2:21][CH2:22][OH:23].CC(C)([O-])C.[K+]. (2) The reactants are: [F:1][C:2]1[CH:3]=[C:4]([N+:13]([O-])=O)[C:5]([OH:12])=[C:6]([CH:11]=1)[C:7]([O:9][CH3:10])=[O:8].C(O)(=O)C.[H][H]. Given the product [NH2:13][C:4]1[C:5]([OH:12])=[C:6]([CH:11]=[C:2]([F:1])[CH:3]=1)[C:7]([O:9][CH3:10])=[O:8], predict the reactants needed to synthesize it. (3) Given the product [C:19]([NH:27][C:28](=[S:29])[NH:1][C:2]1[S:11][C:5]2[CH2:6][O:7][CH:8]([CH3:10])[CH2:9][C:4]=2[C:3]=1[C:12]([O:14][C:15]([CH3:17])([CH3:16])[CH3:18])=[O:13])(=[O:26])[C:20]1[CH:25]=[CH:24][CH:23]=[CH:22][CH:21]=1, predict the reactants needed to synthesize it. The reactants are: [NH2:1][C:2]1[S:11][C:5]2[CH2:6][O:7][CH:8]([CH3:10])[CH2:9][C:4]=2[C:3]=1[C:12]([O:14][C:15]([CH3:18])([CH3:17])[CH3:16])=[O:13].[C:19]([N:27]=[C:28]=[S:29])(=[O:26])[C:20]1[CH:25]=[CH:24][CH:23]=[CH:22][CH:21]=1. (4) Given the product [C:30]([O:29][C:27]([N:4]1[CH2:11][CH2:10][CH:9]([C:12]2[CH:17]=[CH:16][CH:15]=[CH:14][CH:13]=2)[C@H:5]1[C:6]([OH:8])=[O:7])=[O:28])([CH3:31])([CH3:32])[CH3:33], predict the reactants needed to synthesize it. The reactants are: C([N:4]1[CH2:11][CH2:10][CH:9]([C:12]2[CH:17]=[CH:16][CH:15]=[CH:14][CH:13]=2)[C@H:5]1[C:6]([OH:8])=[O:7])(=O)C.Cl.[C:27](O[C:27]([O:29][C:30]([CH3:33])([CH3:32])[CH3:31])=[O:28])([O:29][C:30]([CH3:33])([CH3:32])[CH3:31])=[O:28]. (5) Given the product [CH2:1]([O:3][C:4]([N:6]1[CH2:9][C:8]2([CH2:18][C:17](=[O:19])[C:16]3[C:11](=[CH:12][CH:13]=[C:14](/[CH:20]=[CH:21]/[C:22]([NH:39][O:40][CH:41]4[CH2:46][CH2:45][CH2:44][CH2:43][O:42]4)=[O:23])[CH:15]=3)[O:10]2)[CH2:7]1)=[O:5])[CH3:2], predict the reactants needed to synthesize it. The reactants are: [CH2:1]([O:3][C:4]([N:6]1[CH2:9][C:8]2([CH2:18][C:17](=[O:19])[C:16]3[C:11](=[CH:12][CH:13]=[C:14](/[CH:20]=[CH:21]/[C:22](O)=[O:23])[CH:15]=3)[O:10]2)[CH2:7]1)=[O:5])[CH3:2].C(Cl)CCl.C1C=CC2N(O)N=NC=2C=1.[NH2:39][O:40][CH:41]1[CH2:46][CH2:45][CH2:44][CH2:43][O:42]1. (6) Given the product [C:15]([O:14][C:12]([N:1]1[C:9]2[C:4](=[CH:5][CH:6]=[C:7]([CH:10]=[O:11])[CH:8]=2)[CH:3]=[CH:2]1)=[O:13])([CH3:18])([CH3:17])[CH3:16], predict the reactants needed to synthesize it. The reactants are: [NH:1]1[C:9]2[C:4](=[CH:5][CH:6]=[C:7]([CH:10]=[O:11])[CH:8]=2)[CH:3]=[CH:2]1.[C:12](O[C:12]([O:14][C:15]([CH3:18])([CH3:17])[CH3:16])=[O:13])([O:14][C:15]([CH3:18])([CH3:17])[CH3:16])=[O:13]. (7) Given the product [C:22]([C:21]1[CH:24]=[C:17]([C:15]2[S:14][N:13]=[C:12]([C:7]3[CH:8]=[CH:9][CH:10]=[C:11]4[C:6]=3[CH2:5][CH2:4][C@@H:3]4[NH:2][S:29]([NH2:32])(=[O:31])=[O:30])[N:16]=2)[CH:18]=[CH:19][C:20]=1[O:25][CH:26]([CH3:28])[CH3:27])#[N:23], predict the reactants needed to synthesize it. The reactants are: Cl.[NH2:2][C@@H:3]1[C:11]2[C:6](=[C:7]([C:12]3[N:16]=[C:15]([C:17]4[CH:18]=[CH:19][C:20]([O:25][CH:26]([CH3:28])[CH3:27])=[C:21]([CH:24]=4)[C:22]#[N:23])[S:14][N:13]=3)[CH:8]=[CH:9][CH:10]=2)[CH2:5][CH2:4]1.[S:29](N)([NH2:32])(=[O:31])=[O:30]. (8) The reactants are: [Br:1][C:2]1[CH:7]=[CH:6][C:5]([C:8]2([C:14]3[S:15][CH:16]=[C:17]([CH2:19][OH:20])[N:18]=3)[CH2:13][CH2:12][O:11][CH2:10][CH2:9]2)=[CH:4][CH:3]=1.N1C=CN=C1.[C:26]([Si:30](Cl)([CH3:32])[CH3:31])([CH3:29])([CH3:28])[CH3:27]. Given the product [Br:1][C:2]1[CH:7]=[CH:6][C:5]([C:8]2([C:14]3[S:15][CH:16]=[C:17]([CH2:19][O:20][Si:30]([C:26]([CH3:29])([CH3:28])[CH3:27])([CH3:32])[CH3:31])[N:18]=3)[CH2:13][CH2:12][O:11][CH2:10][CH2:9]2)=[CH:4][CH:3]=1, predict the reactants needed to synthesize it.